This data is from Catalyst prediction with 721,799 reactions and 888 catalyst types from USPTO. The task is: Predict which catalyst facilitates the given reaction. (1) Reactant: [CH:1]1([CH2:4][O:5][C:6]2[C:11]([O:12][CH3:13])=[CH:10][CH:9]=[CH:8][C:7]=2/[CH:14]=[CH:15]/[C:16]([O:18]C2C=CC=CC=2C(=O)C)=O)[CH2:3][CH2:2]1.[OH-:28].[K+].[OH2:30].Cl. Product: [CH:1]1([CH2:4][O:5][C:6]2[C:11]([O:12][CH3:13])=[CH:10][CH:9]=[CH:8][C:7]=2/[CH:14]=[CH:15]/[C:16](/[OH:18])=[CH:15]/[C:14]([C:7]2[CH:8]=[CH:9][CH:10]=[CH:11][C:6]=2[OH:30])=[O:28])[CH2:2][CH2:3]1. The catalyst class is: 16. (2) Reactant: Cl.[NH2:2][CH:3]1[CH2:8][CH2:7][O:6][CH2:5][C:4]1([CH3:13])[C:9]([O:11][CH3:12])=[O:10].[CH2:14]([O:21][C:22]1[CH:27]=[CH:26][C:25]([S:28](Cl)(=[O:30])=[O:29])=[CH:24][CH:23]=1)[C:15]1[CH:20]=[CH:19][CH:18]=[CH:17][CH:16]=1.C([O-])(O)=O.[Na+]. Product: [CH2:14]([O:21][C:22]1[CH:27]=[CH:26][C:25]([S:28]([NH:2][C@@H:3]2[CH2:8][CH2:7][O:6][CH2:5][C@:4]2([CH3:13])[C:9]([O:11][CH3:12])=[O:10])(=[O:30])=[O:29])=[CH:24][CH:23]=1)[C:15]1[CH:16]=[CH:17][CH:18]=[CH:19][CH:20]=1.[CH2:14]([O:21][C:22]1[CH:27]=[CH:26][C:25]([S:28]([NH:2][C@@H:3]2[CH2:8][CH2:7][O:6][CH2:5][C@@:4]2([CH3:13])[C:9]([O:11][CH3:12])=[O:10])(=[O:30])=[O:29])=[CH:24][CH:23]=1)[C:15]1[CH:16]=[CH:17][CH:18]=[CH:19][CH:20]=1. The catalyst class is: 2. (3) Reactant: [OH:1][C:2]1[CH:9]=[CH:8][CH:7]=[C:6]([OH:10])[C:3]=1[CH:4]=[O:5].C([O-])([O-])=O.[Cs+].[Cs+].Cl.Cl[CH2:19][C:20]1[C:21]([C:26]2[N:30]([CH:31]([CH3:33])[CH3:32])[N:29]=[CH:28][CH:27]=2)=[N:22][CH:23]=[CH:24][CH:25]=1. Product: [OH:1][C:2]1[CH:9]=[CH:8][CH:7]=[C:6]([O:10][CH2:19][C:20]2[C:21]([C:26]3[N:30]([CH:31]([CH3:33])[CH3:32])[N:29]=[CH:28][CH:27]=3)=[N:22][CH:23]=[CH:24][CH:25]=2)[C:3]=1[CH:4]=[O:5]. The catalyst class is: 3. (4) Reactant: Cl.Cl.[CH:3]1([CH2:16][N:17]([CH3:19])[CH3:18])[C:15]2[NH:14][C:13]3[C:8](=[CH:9][CH:10]=[CH:11][CH:12]=3)[C:7]=2[CH2:6][CH2:5][NH:4]1.[Cl:20][C:21]1[CH:26]=[C:25]([Cl:27])[CH:24]=[CH:23][C:22]=1[CH2:28][C:29](O)=[O:30].O.ON1C2C=CC=CC=2N=N1.C(N(C(C)C)CC)(C)C.C(Cl)CCl. Product: [Cl:20][C:21]1[CH:26]=[C:25]([Cl:27])[CH:24]=[CH:23][C:22]=1[CH2:28][C:29]([N:4]1[CH2:5][CH2:6][C:7]2[C:8]3[C:13](=[CH:12][CH:11]=[CH:10][CH:9]=3)[NH:14][C:15]=2[CH:3]1[CH2:16][N:17]([CH3:19])[CH3:18])=[O:30]. The catalyst class is: 18. (5) Reactant: Cl[C:2]1[N:3]=[C:4]([O:29][CH:30]2[CH2:34][CH2:33][O:32][CH2:31]2)[C:5]2[C:10]([C:11]3[CH:20]=[CH:19][C:14]4[N:15]=[C:16]([CH3:18])[O:17][C:13]=4[CH:12]=3)=[CH:9][N:8]([CH2:21][O:22][CH2:23][CH2:24][Si:25]([CH3:28])([CH3:27])[CH3:26])[C:6]=2[N:7]=1.[NH2:35][C:36]1[CH:46]=[CH:45][C:39]([C:40]([N:42]([CH3:44])[CH3:43])=[O:41])=[CH:38][C:37]=1[CH3:47].C(=O)([O-])[O-].[Cs+].[Cs+].C1(P(C2C=CC=CC=2)C2C=CC3C(=CC=CC=3)C=2C2C3C(=CC=CC=3)C=CC=2P(C2C=CC=CC=2)C2C=CC=CC=2)C=CC=CC=1. Product: [CH3:44][N:42]([CH3:43])[C:40](=[O:41])[C:39]1[CH:45]=[CH:46][C:36]([NH:35][C:2]2[N:3]=[C:4]([O:29][CH:30]3[CH2:34][CH2:33][O:32][CH2:31]3)[C:5]3[C:10]([C:11]4[CH:20]=[CH:19][C:14]5[N:15]=[C:16]([CH3:18])[O:17][C:13]=5[CH:12]=4)=[CH:9][N:8]([CH2:21][O:22][CH2:23][CH2:24][Si:25]([CH3:27])([CH3:26])[CH3:28])[C:6]=3[N:7]=2)=[C:37]([CH3:47])[CH:38]=1. The catalyst class is: 160. (6) Reactant: [N:1]1([CH2:5][CH2:6][C:7]([O:9]CC)=[O:8])[CH2:4][CH2:3][CH2:2]1.[Li+].[OH-].Cl. Product: [N:1]1([CH2:5][CH2:6][C:7]([OH:9])=[O:8])[CH2:4][CH2:3][CH2:2]1. The catalyst class is: 1. (7) Reactant: [CH3:1][C:2]1[C:7]([F:8])=[C:6]([S:9]([CH3:12])(=[O:11])=[O:10])[CH:5]=[CH:4][C:3]=1[C:13]([N:15]1[CH2:21][C:20]2[CH:22]=[C:23]([C:26]3[CH:35]=[CH:34][C:29]([C:30]([O:32]C)=[O:31])=[CH:28][CH:27]=3)[CH:24]=[CH:25][C:19]=2[O:18][CH2:17][CH2:16]1)=[O:14].[OH-].[Li+].Cl. Product: [CH3:1][C:2]1[C:7]([F:8])=[C:6]([S:9]([CH3:12])(=[O:10])=[O:11])[CH:5]=[CH:4][C:3]=1[C:13]([N:15]1[CH2:21][C:20]2[CH:22]=[C:23]([C:26]3[CH:27]=[CH:28][C:29]([C:30]([OH:32])=[O:31])=[CH:34][CH:35]=3)[CH:24]=[CH:25][C:19]=2[O:18][CH2:17][CH2:16]1)=[O:14]. The catalyst class is: 1. (8) Reactant: C(N(CC)CC)C.[CH3:8][S:9](Cl)(=[O:11])=[O:10].[C:13]([C:15]1[C:16]([O:41][CH:42]([CH3:44])[CH3:43])=[CH:17][C:18]([NH:21][C:22]([N:24]2[C:33]3[C:28](=[CH:29][C:30]([CH2:39][OH:40])=[C:31]([CH:34]([O:37][CH3:38])[O:35][CH3:36])[N:32]=3)[CH2:27][CH2:26][CH2:25]2)=[O:23])=[N:19][CH:20]=1)#[N:14]. Product: [CH3:8][S:9]([O:40][CH2:39][C:30]1[C:31]([CH:34]([O:37][CH3:38])[O:35][CH3:36])=[N:32][C:33]2[N:24]([C:22](=[O:23])[NH:21][C:18]3[CH:17]=[C:16]([O:41][CH:42]([CH3:44])[CH3:43])[C:15]([C:13]#[N:14])=[CH:20][N:19]=3)[CH2:25][CH2:26][CH2:27][C:28]=2[CH:29]=1)(=[O:11])=[O:10]. The catalyst class is: 1. (9) Reactant: [OH:1][CH2:2][CH2:3][N:4]1[CH2:9][CH2:8][CH2:7][N:6]([C:10]2[CH:15]=[CH:14][C:13]([N+:16]([O-])=O)=[CH:12][CH:11]=2)[C:5]1=[O:19].[H][H]. Product: [NH2:16][C:13]1[CH:12]=[CH:11][C:10]([N:6]2[CH2:7][CH2:8][CH2:9][N:4]([CH2:3][CH2:2][OH:1])[C:5]2=[O:19])=[CH:15][CH:14]=1. The catalyst class is: 19.